Dataset: Reaction yield outcomes from USPTO patents with 853,638 reactions. Task: Predict the reaction yield, written as a fraction of the theoretical maximum amount of product (1.0 means a 100% yield; for example, 0.34 means a 34% yield). The reactants are Cl[C:2]1[CH:11]=[CH:10][C:5]([C:6]([O:8][CH3:9])=[O:7])=[CH:4][N:3]=1.[OH:12][CH:13]1[CH2:18][CH2:17][NH:16][CH2:15][CH2:14]1.C(N(CC)CC)C. The catalyst is CN(C=O)C. The product is [CH3:9][O:8][C:6]([C:5]1[CH:10]=[CH:11][C:2]([N:16]2[CH2:17][CH2:18][CH:13]([OH:12])[CH2:14][CH2:15]2)=[N:3][CH:4]=1)=[O:7]. The yield is 0.860.